Task: Predict the product of the given reaction.. Dataset: Forward reaction prediction with 1.9M reactions from USPTO patents (1976-2016) Given the reactants [N:1]1([C:5]([CH:7]2[CH2:12][CH2:11][N:10]([CH:13]3[CH2:16][N:15](C(C4C=CC=CC=4)C4C=CC=CC=4)[CH2:14]3)[CH2:9][CH2:8]2)=[O:6])[CH2:4][CH2:3][CH2:2]1.C([O-])=O.[NH4+], predict the reaction product. The product is: [NH:15]1[CH2:14][CH:13]([N:10]2[CH2:11][CH2:12][CH:7]([C:5]([N:1]3[CH2:2][CH2:3][CH2:4]3)=[O:6])[CH2:8][CH2:9]2)[CH2:16]1.